Dataset: Catalyst prediction with 721,799 reactions and 888 catalyst types from USPTO. Task: Predict which catalyst facilitates the given reaction. (1) The catalyst class is: 3. Product: [O:1]1[CH2:6][CH2:5][CH:4]([C:7]([O:9][CH2:16][C:17]2[CH:22]=[CH:21][CH:20]=[CH:19][CH:18]=2)=[O:8])[CH2:3][CH2:2]1. Reactant: [O:1]1[CH2:6][CH2:5][CH:4]([C:7]([OH:9])=[O:8])[CH2:3][CH2:2]1.C(=O)([O-])[O-].[K+].[K+].[CH2:16](Br)[C:17]1[CH:22]=[CH:21][CH:20]=[CH:19][CH:18]=1. (2) Reactant: [C:1]([C:5]1[CH:10]=[CH:9][C:8]([NH:11][C:12]2[C:13]3[CH2:21][CH2:20][N:19](CC4C=CC=CC=4)[CH2:18][C:14]=3[N:15]=[CH:16][N:17]=2)=[CH:7][CH:6]=1)([CH3:4])([CH3:3])[CH3:2].C([O-])=O.[NH4+]. Product: [C:1]([C:5]1[CH:10]=[CH:9][C:8]([NH:11][C:12]2[C:13]3[CH2:21][CH2:20][NH:19][CH2:18][C:14]=3[N:15]=[CH:16][N:17]=2)=[CH:7][CH:6]=1)([CH3:4])([CH3:2])[CH3:3]. The catalyst class is: 838. (3) Reactant: [N:1]1[CH:2]=[CH:3][N:4]2[CH:9]=[CH:8][CH:7]=[C:6]([CH2:10][CH:11]3[C:19]4[C:14](=[CH:15][CH:16]=[CH:17][CH:18]=4)[C:13](=[O:20])[O:12]3)[C:5]=12.C([BH-](CC)CC)C.[Li+]. Product: [N:1]1[CH:2]=[CH:3][N:4]2[CH:9]=[CH:8][CH:7]=[C:6]([CH2:10][CH:11]3[C:19]4[C:14](=[CH:15][CH:16]=[CH:17][CH:18]=4)[CH:13]([OH:20])[O:12]3)[C:5]=12. The catalyst class is: 2. (4) Reactant: [CH2:1]1[CH:9]2[CH:4]([CH2:5][N:6]([C:10]([O:12][C:13]([CH3:16])([CH3:15])[CH3:14])=[O:11])[CH2:7][CH2:8]2)[CH2:3][NH:2]1.Br[CH2:18][CH2:19][CH2:20][Cl:21].C([O-])([O-])=O.[K+].[K+]. Product: [Cl:21][CH2:20][CH2:19][CH2:18][N:2]1[CH2:1][CH:9]2[CH:4]([CH2:5][N:6]([C:10]([O:12][C:13]([CH3:16])([CH3:15])[CH3:14])=[O:11])[CH2:7][CH2:8]2)[CH2:3]1. The catalyst class is: 21. (5) Reactant: [H-].[Li+].[CH2:3]([C:5]1[N:6]=[C:7]([CH2:10][C:11]#[N:12])[S:8][CH:9]=1)[CH3:4].[Cl:13][C:14]1[N:19]=[C:18](Cl)[CH:17]=[CH:16][N:15]=1. Product: [Cl:13][C:14]1[N:19]=[C:18]([C:10](=[C:7]2[NH:6][C:5]([CH2:3][CH3:4])=[CH:9][S:8]2)[C:11]#[N:12])[CH:17]=[CH:16][N:15]=1. The catalyst class is: 1. (6) Reactant: [CH2:1]([C@H:8]1[N:13]([C:14]([C:16]2[N:17]=[CH:18][N:19]([CH:27]3[CH2:32][CH2:31][CH2:30][CH2:29][C:28]3([CH2:34][NH:35][CH2:36][CH3:37])[OH:33])[C:20]=2[C:21]2[CH:26]=[CH:25][CH:24]=[CH:23][CH:22]=2)=[O:15])[CH2:12][CH2:11][N:10]([C:38]([O:40][C:41]([CH3:44])([CH3:43])[CH3:42])=[O:39])[CH2:9]1)[C:2]1[CH:7]=[CH:6][CH:5]=[CH:4][CH:3]=1.[C:45](OC(=O)C)(=O)[CH3:46].C(=O)(O)[O-:53].[Na+]. Product: [C:36]([N:35]([CH2:34][C:28]1([OH:33])[CH2:29][CH2:30][CH2:31][CH2:32][CH:27]1[N:19]1[C:20]([C:21]2[CH:26]=[CH:25][CH:24]=[CH:23][CH:22]=2)=[C:16]([C:14]([N:13]2[CH2:12][CH2:11][N:10]([C:38]([O:40][C:41]([CH3:43])([CH3:42])[CH3:44])=[O:39])[CH2:9][C@H:8]2[CH2:1][C:2]2[CH:7]=[CH:6][CH:5]=[CH:4][CH:3]=2)=[O:15])[N:17]=[CH:18]1)[CH2:45][CH3:46])(=[O:53])[CH3:37]. The catalyst class is: 17. (7) Reactant: [CH3:1][C:2]1[CH:35]=[C:34]([O:36][CH2:37][CH2:38][CH2:39]OS(C)(=O)=O)[CH:33]=[CH:32][C:3]=1[CH2:4][CH2:5][C:6]1[CH:11]=[CH:10][CH:9]=[CH:8][C:7]=1[C:12]1[N:17]=[C:16]([N:18]2[C:22]([C:23]([F:26])([F:25])[F:24])=[C:21]([C:27]([O:29]CC)=[O:28])[CH:20]=[N:19]2)[CH:15]=[CH:14][CH:13]=1.[H-].[Na+].[F:47][C:48]([F:55])([F:54])[C:49]1[CH:53]=[CH:52][NH:51][N:50]=1.Cl. Product: [CH3:1][C:2]1[CH:35]=[C:34]([O:36][CH2:37][CH2:38][CH2:39][N:51]2[CH:52]=[CH:53][C:49]([C:48]([F:55])([F:54])[F:47])=[N:50]2)[CH:33]=[CH:32][C:3]=1[CH2:4][CH2:5][C:6]1[CH:11]=[CH:10][CH:9]=[CH:8][C:7]=1[C:12]1[N:17]=[C:16]([N:18]2[C:22]([C:23]([F:25])([F:26])[F:24])=[C:21]([C:27]([OH:29])=[O:28])[CH:20]=[N:19]2)[CH:15]=[CH:14][CH:13]=1. The catalyst class is: 7.